Dataset: Catalyst prediction with 721,799 reactions and 888 catalyst types from USPTO. Task: Predict which catalyst facilitates the given reaction. (1) Reactant: [C:1]1([C:7]2[N:11]([CH2:12][C:13]3[CH:21]=[CH:20][C:16]([C:17](O)=[O:18])=[CH:15][CH:14]=3)[C:10]3[CH:22]=[CH:23][CH:24]=[CH:25][C:9]=3[N:8]=2)[CH:6]=[CH:5][CH:4]=[CH:3][CH:2]=1.C(Cl)(=O)C(Cl)=O.[NH:32]1[CH2:36][CH2:35][CH:34]([OH:37])[CH2:33]1. Product: [C:1]1([C:7]2[N:11]([CH2:12][C:13]3[CH:21]=[CH:20][C:16]([C:17]([N:32]4[CH2:36][CH2:35][CH:34]([OH:37])[CH2:33]4)=[O:18])=[CH:15][CH:14]=3)[C:10]3[CH:22]=[CH:23][CH:24]=[CH:25][C:9]=3[N:8]=2)[CH:2]=[CH:3][CH:4]=[CH:5][CH:6]=1. The catalyst class is: 59. (2) Reactant: C[O:2][C:3](=[O:32])[C:4]1[CH:9]=[CH:8][CH:7]=[CH:6][C:5]=1[N:10]1[C:14]2[CH:15]=[CH:16][CH:17]=[CH:18][C:13]=2[N:12]([CH2:19][C:20]2[C:28]3[C:23](=[CH:24][CH:25]=[CH:26][C:27]=3[CH3:29])[N:22]([CH3:30])[CH:21]=2)[C:11]1=[O:31].Cl. Product: [CH3:30][N:22]1[C:23]2[C:28](=[C:27]([CH3:29])[CH:26]=[CH:25][CH:24]=2)[C:20]([CH2:19][N:12]2[C:13]3[CH:18]=[CH:17][CH:16]=[CH:15][C:14]=3[N:10]([C:5]3[CH:6]=[CH:7][CH:8]=[CH:9][C:4]=3[C:3]([OH:32])=[O:2])[C:11]2=[O:31])=[CH:21]1. The catalyst class is: 38. (3) Reactant: [F:1][C@H:2]1[CH2:6][NH2+:5][C@@H:4]2[C@@H:7]([OH:10])[CH2:8][O:9][C@H:3]12.[Cl-].[Br:12][C:13]1[CH:18]=[CH:17][C:16]([C@H:19]([NH:24][C@@H:25]([CH2:29][CH:30]([CH3:32])[CH3:31])[C:26](O)=[O:27])[C:20]([F:23])([F:22])[F:21])=[CH:15][CH:14]=1.CN(C(ON1N=NC2C=CC=NC1=2)=[N+](C)C)C.F[P-](F)(F)(F)(F)F.C(N(C(C)C)CC)(C)C. Product: [Br:12][C:13]1[CH:14]=[CH:15][C:16]([C@H:19]([NH:24][C@@H:25]([CH2:29][CH:30]([CH3:32])[CH3:31])[C:26]([N:5]2[CH2:6][C@H:2]([F:1])[C@H:3]3[O:9][CH2:8][C@H:7]([OH:10])[C@@H:4]23)=[O:27])[C:20]([F:23])([F:22])[F:21])=[CH:17][CH:18]=1. The catalyst class is: 3. (4) Reactant: [CH3:1][O:2][C:3](=[O:35])[C:4]([NH:24]C(OCC1C=CC=CC=1)=O)=[CH:5][C:6]1[CH:7]=[C:8]2[C:12](=[CH:13][CH:14]=1)[N:11]([S:15]([CH2:18][CH2:19][Si:20]([CH3:23])([CH3:22])[CH3:21])(=[O:17])=[O:16])[CH:10]=[CH:9]2. Product: [CH3:1][O:2][C:3](=[O:35])[CH:4]([NH2:24])[CH2:5][C:6]1[CH:7]=[C:8]2[C:12](=[CH:13][CH:14]=1)[N:11]([S:15]([CH2:18][CH2:19][Si:20]([CH3:23])([CH3:22])[CH3:21])(=[O:17])=[O:16])[CH:10]=[CH:9]2. The catalyst class is: 43. (5) Reactant: [NH2:1][CH2:2][CH:3]1[N:8]2[C:9]3[CH:10]=[CH:11][CH:12]=[C:13]([F:16])[C:14]=3[CH:15]=[C:7]2[C:6]2[N:17]=[C:18]([C:21]3[C:22]([N:41]([CH3:46])[S:42]([CH3:45])(=[O:44])=[O:43])=[CH:23][C:24]4[O:28][C:27]([C:29]5[CH:34]=[CH:33][C:32]([F:35])=[CH:31][CH:30]=5)=[C:26]([C:36]([NH:38][CH3:39])=[O:37])[C:25]=4[CH:40]=3)[CH:19]=[CH:20][C:5]=2[O:4]1.CCN(CC)CC.[CH3:54][S:55](Cl)(=[O:57])=[O:56]. Product: [F:16][C:13]1[C:14]2[CH:15]=[C:7]3[C:6]4[N:17]=[C:18]([C:21]5[C:22]([N:41]([CH3:46])[S:42]([CH3:45])(=[O:43])=[O:44])=[CH:23][C:24]6[O:28][C:27]([C:29]7[CH:30]=[CH:31][C:32]([F:35])=[CH:33][CH:34]=7)=[C:26]([C:36]([NH:38][CH3:39])=[O:37])[C:25]=6[CH:40]=5)[CH:19]=[CH:20][C:5]=4[O:4][CH:3]([CH2:2][NH:1][S:55]([CH3:54])(=[O:57])=[O:56])[N:8]3[C:9]=2[CH:10]=[CH:11][CH:12]=1. The catalyst class is: 46. (6) Reactant: [CH2:1]([N:8]([CH2:18][C:19]1[CH:24]=[CH:23][CH:22]=[CH:21][CH:20]=1)[CH:9]([CH2:13][O:14][CH:15]([F:17])[F:16])[C:10]([OH:12])=O)[C:2]1[CH:7]=[CH:6][CH:5]=[CH:4][CH:3]=1.C(N(CC)CC)C.ClC(OCC(C)C)=O.[F:40][C:41]1[CH:42]=[C:43]([CH:46]=[CH:47][C:48]=1[F:49])[CH2:44][NH2:45]. Product: [CH2:18]([N:8]([CH2:1][C:2]1[CH:3]=[CH:4][CH:5]=[CH:6][CH:7]=1)[CH:9]([CH2:13][O:14][CH:15]([F:16])[F:17])[C:10]([NH:45][CH2:44][C:43]1[CH:46]=[CH:47][C:48]([F:49])=[C:41]([F:40])[CH:42]=1)=[O:12])[C:19]1[CH:24]=[CH:23][CH:22]=[CH:21][CH:20]=1. The catalyst class is: 56. (7) Reactant: [Cl:1][C:2]1[N:3]=[CH:4][C:5]([CH2:8][OH:9])=[N:6][CH:7]=1.CCN(C(C)C)C(C)C.[CH3:19][S:20](Cl)(=[O:22])=[O:21]. Product: [CH3:19][S:20]([O:9][CH2:8][C:5]1[CH:4]=[N:3][C:2]([Cl:1])=[CH:7][N:6]=1)(=[O:22])=[O:21]. The catalyst class is: 96. (8) The catalyst class is: 103. Product: [CH3:25][O:24][C:13]1[CH:12]=[C:11]([N:6]2[CH:7]=[CH:8][C:9]3[O:10][C:2]([C:32]4[CH:33]=[CH:34][C:29]([O:28][CH3:27])=[CH:30][CH:31]=4)=[CH:3][C:4]=3[C:5]2=[O:26])[CH:23]=[CH:22][C:14]=1[O:15][CH2:16][C:17]1([C:20]#[N:21])[CH2:19][CH2:18]1. Reactant: Br[C:2]1[O:10][C:9]2[CH:8]=[CH:7][N:6]([C:11]3[CH:23]=[CH:22][C:14]([O:15][CH2:16][C:17]4([C:20]#[N:21])[CH2:19][CH2:18]4)=[C:13]([O:24][CH3:25])[CH:12]=3)[C:5](=[O:26])[C:4]=2[CH:3]=1.[CH3:27][O:28][C:29]1[CH:34]=[CH:33][C:32](B(O)O)=[CH:31][CH:30]=1.C(=O)([O-])[O-].[K+].[K+].COCCOC. (9) Reactant: Br.Br.[NH:3]1[CH2:6][CH:5]([NH:7][C:8]2[C:13](=[O:14])[NH:12][CH:11]=[C:10]([C:15]3[CH:20]=[CH:19][N:18]=[C:17]([NH:21][CH3:22])[CH:16]=3)[CH:9]=2)[CH2:4]1.[C:23](O)(=[O:28])/[CH:24]=[CH:25]/[CH2:26][CH3:27].CN(C(ON1N=NC2C=CC=NC1=2)=[N+](C)C)C.F[P-](F)(F)(F)(F)F.CCN(C(C)C)C(C)C. Product: [CH3:22][NH:21][C:17]1[CH:16]=[C:15]([C:10]2[CH:9]=[C:8]([NH:7][CH:5]3[CH2:6][N:3]([C:23](=[O:28])/[CH:24]=[CH:25]/[CH2:26][CH3:27])[CH2:4]3)[C:13](=[O:14])[NH:12][CH:11]=2)[CH:20]=[CH:19][N:18]=1. The catalyst class is: 3.